From a dataset of Reaction yield outcomes from USPTO patents with 853,638 reactions. Predict the reaction yield, written as a fraction of the theoretical maximum amount of product (1.0 means a 100% yield; for example, 0.34 means a 34% yield). (1) The reactants are [OH:1][C:2]1[CH:7]=[CH:6][C:5]([N:8]2[C:13](=[O:14])[C:12]([CH2:15][C:16]3[CH:21]=[CH:20][C:19]([C:22]4[C:23]([C:28]#[N:29])=[CH:24][CH:25]=[CH:26][CH:27]=4)=[CH:18][CH:17]=3)=[C:11]([CH2:30][CH2:31][CH3:32])[N:10]=[C:9]2[CH3:33])=[CH:4][CH:3]=1.C(=O)([O-])[O-].[K+].[K+].Br[CH2:41][CH2:42][F:43]. The catalyst is CN(C)C=O.C(OCC)(=O)C. The product is [F:43][CH2:42][CH2:41][O:1][C:2]1[CH:3]=[CH:4][C:5]([N:8]2[C:13](=[O:14])[C:12]([CH2:15][C:16]3[CH:21]=[CH:20][C:19]([C:22]4[C:23]([C:28]#[N:29])=[CH:24][CH:25]=[CH:26][CH:27]=4)=[CH:18][CH:17]=3)=[C:11]([CH2:30][CH2:31][CH3:32])[N:10]=[C:9]2[CH3:33])=[CH:6][CH:7]=1. The yield is 1.00. (2) The reactants are C(OC([N:8]1[CH2:17][CH2:16][C:15]2[C:10](=[CH:11][CH:12]=[C:13]([C:18](=[O:39])[NH:19][C:20]3[CH:25]=[CH:24][CH:23]=[C:22]([CH2:26][NH:27][C:28]([NH:30][C:31]4[CH:36]=[CH:35][C:34]([C:37]#[N:38])=[CH:33][CH:32]=4)=[O:29])[CH:21]=3)[CH:14]=2)[CH2:9]1)=O)(C)(C)C.C(O)(C(F)(F)F)=O. The catalyst is ClCCl. The product is [C:37]([C:34]1[CH:35]=[CH:36][C:31]([NH:30][C:28](=[O:29])[NH:27][CH2:26][C:22]2[CH:21]=[C:20]([NH:19][C:18]([C:13]3[CH:14]=[C:15]4[C:10](=[CH:11][CH:12]=3)[CH2:9][NH:8][CH2:17][CH2:16]4)=[O:39])[CH:25]=[CH:24][CH:23]=2)=[CH:32][CH:33]=1)#[N:38]. The yield is 0.480. (3) The reactants are [CH3:1][Si:2]([CH3:12])([CH3:11])[O:3][C:4]1([C:9]#N)[CH2:8][CH2:7][CH2:6][CH2:5]1.[H-].C([Al+]CC(C)C)C(C)C.CCCCCC.[Cl-].[NH4+].S(=O)(=O)(O)[OH:32]. The catalyst is C1(C)C=CC=CC=1.C(OCC)C. The product is [CH3:1][Si:2]([CH3:12])([CH3:11])[O:3][C:4]1([CH:9]=[O:32])[CH2:8][CH2:7][CH2:6][CH2:5]1. The yield is 0.360. (4) The yield is 0.770. The reactants are [OH:1][CH2:2][CH:3]1[S:7][C:6]([C:8]2[NH:9][C:10]3[C:15]([CH:16]=2)=[CH:14][CH:13]=[CH:12][C:11]=3[N:17]([CH3:27])[S:18]([C:21]2[CH:26]=[CH:25][CH:24]=[CH:23][N:22]=2)(=[O:20])=[O:19])=[N:5][CH2:4]1.C(N(CC)CC)C.[CH3:35][S:36](Cl)(=[O:38])=[O:37].O. The product is [CH3:35][S:36]([O:1][CH2:2][CH:3]1[S:7][C:6]([C:8]2[NH:9][C:10]3[C:15]([CH:16]=2)=[CH:14][CH:13]=[CH:12][C:11]=3[N:17]([CH3:27])[S:18]([C:21]2[CH:26]=[CH:25][CH:24]=[CH:23][N:22]=2)(=[O:19])=[O:20])=[N:5][CH2:4]1)(=[O:38])=[O:37]. The catalyst is O1CCCC1. (5) The reactants are [Cl:1][C:2]1[CH:3]=[C:4](I)[CH:5]=[CH:6][CH:7]=1.[C:9]([O:13][CH2:14][CH3:15])(=[O:12])[CH:10]=[CH2:11].C(N(CC)CC)C. The catalyst is [Pd].C1(C)C=CC=CC=1. The product is [CH2:14]([O:13][C:9](=[O:12])/[CH:10]=[CH:11]/[C:4]1[CH:5]=[CH:6][CH:7]=[C:2]([Cl:1])[CH:3]=1)[CH3:15]. The yield is 0.860. (6) The reactants are [F:1][C:2]([F:27])([F:26])[CH2:3][N:4]1[C:8]([C:9]2[N:10]=[C:11]3[C:17]4[CH:18]=[CH:19][C:20](C(O)=O)=[CH:21][C:16]=4[O:15][CH2:14][CH2:13][N:12]3[CH:25]=2)=[N:7][CH:6]=[N:5]1.C([N:30](CC)CC)C.C1C=CC(OP(OC2C=CC=CC=2)(N=[N+]=[N-])=O)=CC=1.O. The catalyst is CN(C=O)C.C(OCC)(=O)C.C([O-])(O)=O.[Na+]. The product is [F:26][C:2]([F:27])([F:1])[CH2:3][N:4]1[C:8]([C:9]2[N:10]=[C:11]3[C:17]4[CH:18]=[CH:19][C:20]([NH2:30])=[CH:21][C:16]=4[O:15][CH2:14][CH2:13][N:12]3[CH:25]=2)=[N:7][CH:6]=[N:5]1. The yield is 0.540. (7) The reactants are [CH3:1][N:2]1[CH:7]=[C:6](B2OC(C)(C)C(C)(C)O2)[CH:5]=[C:4]([NH:17][C:18]2[CH:30]=[C:21]3[CH2:22][N:23]([CH:26]4[CH2:29][O:28][CH2:27]4)[CH2:24][CH2:25][N:20]3[N:19]=2)[C:3]1=[O:31].Cl[C:33]1[C:38]([CH:39]=[O:40])=[C:37]([N:41]2[CH2:54][CH2:53][N:44]3[C:45]4[CH2:46][CH2:47][CH2:48][CH2:49][C:50]=4[C:51]([F:52])=[C:43]3[C:42]2=[O:55])[N:36]=[CH:35][CH:34]=1.[O-]P([O-])([O-])=O.[K+].[K+].[K+].C([O-])(=O)C.[Na+]. The catalyst is C1C=CC(P(C2C=CC=CC=2)[C-]2C=CC=C2)=CC=1.C1C=CC(P(C2C=CC=CC=2)[C-]2C=CC=C2)=CC=1.Cl[Pd]Cl.[Fe+2].O.C(#N)C. The product is [F:52][C:51]1[C:50]2[CH2:49][CH2:48][CH2:47][CH2:46][C:45]=2[N:44]2[CH2:53][CH2:54][N:41]([C:37]3[N:36]=[CH:35][CH:34]=[C:33]([C:6]4[CH:5]=[C:4]([NH:17][C:18]5[CH:30]=[C:21]6[CH2:22][N:23]([CH:26]7[CH2:29][O:28][CH2:27]7)[CH2:24][CH2:25][N:20]6[N:19]=5)[C:3](=[O:31])[N:2]([CH3:1])[CH:7]=4)[C:38]=3[CH:39]=[O:40])[C:42](=[O:55])[C:43]=12. The yield is 0.600.